Dataset: NCI-60 drug combinations with 297,098 pairs across 59 cell lines. Task: Regression. Given two drug SMILES strings and cell line genomic features, predict the synergy score measuring deviation from expected non-interaction effect. (1) Drug 1: C1CCC(CC1)NC(=O)N(CCCl)N=O. Drug 2: CN1C2=C(C=C(C=C2)N(CCCl)CCCl)N=C1CCCC(=O)O.Cl. Cell line: SF-295. Synergy scores: CSS=32.3, Synergy_ZIP=-10.7, Synergy_Bliss=-5.41, Synergy_Loewe=-21.0, Synergy_HSA=-4.29. (2) Drug 1: CC1C(C(CC(O1)OC2CC(OC(C2O)C)OC3=CC4=CC5=C(C(=O)C(C(C5)C(C(=O)C(C(C)O)O)OC)OC6CC(C(C(O6)C)O)OC7CC(C(C(O7)C)O)OC8CC(C(C(O8)C)O)(C)O)C(=C4C(=C3C)O)O)O)O. Drug 2: C1=NNC2=C1C(=O)NC=N2. Cell line: SW-620. Synergy scores: CSS=43.0, Synergy_ZIP=2.88, Synergy_Bliss=2.11, Synergy_Loewe=-27.3, Synergy_HSA=0.466. (3) Drug 1: COC1=CC(=CC(=C1O)OC)C2C3C(COC3=O)C(C4=CC5=C(C=C24)OCO5)OC6C(C(C7C(O6)COC(O7)C8=CC=CS8)O)O. Drug 2: CC1CCC2CC(C(=CC=CC=CC(CC(C(=O)C(C(C(=CC(C(=O)CC(OC(=O)C3CCCCN3C(=O)C(=O)C1(O2)O)C(C)CC4CCC(C(C4)OC)O)C)C)O)OC)C)C)C)OC. Cell line: SNB-75. Synergy scores: CSS=13.8, Synergy_ZIP=-4.31, Synergy_Bliss=-2.04, Synergy_Loewe=0.409, Synergy_HSA=0.915.